Dataset: Experimentally validated miRNA-target interactions with 360,000+ pairs, plus equal number of negative samples. Task: Binary Classification. Given a miRNA mature sequence and a target amino acid sequence, predict their likelihood of interaction. (1) The miRNA is hsa-miR-6839-5p with sequence UCUGGAUUGAAGAGACGACCCA. The protein sequence of the target gene is MGLRTAKKRGLGGGGKWKREEGGGTRGRREVRPACFLQSGGRGDPGDVGGPAGNPGCSPHPRAATRPPPLPAHTPAHTPEWCGAASAEAAEPRRAGPHLCIPAPGLTKTPILEKVPRKMAAKTPSSEESGLPKLPVPPLQQTLATYLQCMRHLVSEEQFRKSQAIVQQFGAPGGLGETLQQKLLERQEKTANWVSEYWLNDMYLNNRLALPVNSSPAVIFARQHFPGTDDQLRFAASLISGVLSYKALLDSHSIPTDCAKGQLSGQPLCMKQYYGLFSSYRLPGHTQDTLVAQNSSIMPE.... Result: 0 (no interaction). (2) The miRNA is hsa-miR-4274 with sequence CAGCAGUCCCUCCCCCUG. The protein sequence of the target gene is MPALRPALLWALLALWLCCAAPAHALQCRDGYEPCVNEGMCVTYHNGTGYCKCPEGFLGEYCQHRDPCEKNRCQNGGTCVAQAMLGKATCRCASGFTGEDCQYSTSHPCFVSRPCLNGGTCHMLSRDTYECTCQVGFTGKECQWTDACLSHPCANGSTCTTVANQFSCKCLTGFTGQKCETDVNECDIPGHCQHGGTCLNLPGSYQCQCPQGFTGQYCDSLYVPCAPSPCVNGGTCRQTGDFTFECNCLPGFEGSTCERNIDDCPNHRCQNGGVCVDGVNTYNCRCPPQWTGQFCTEDVD.... Result: 1 (interaction). (3) The miRNA is hsa-miR-4268 with sequence GGCUCCUCCUCUCAGGAUGUG. The protein sequence of the target gene is MGEFNEKKATCGTVCLKYLLFTYNCCFWLAGLAVMAVGIWTLALKSDYISLLASSTYLATAYILVVAGVVVMVTGVLGCCATFKERRNLLRLYFILLLIIFLLEIIAGILAYVYYQQLNTELKENLKDTMVKRYHQSGHEGVSSAVDKLQQEFHCCGSNNSQDWQDSEWIRSGEADSRVVPDSCCKTMVAGCGKRDHASNIYKVEGGCITKLETFIQEHLRVIGAVGIGIACVQVFGMIFTCCLYRSLKLEHY. Result: 0 (no interaction). (4) The protein sequence of the target gene is MVHAEAFSRPLSRNEVVGLIFRLTIFGAVTYFTIKWMVDAIDPTRKQKVEAQKQAEKLMKQIGVKNVKLSEYEMSIAAHLVDPLNMHVTWSDIAGLDDVITDLKDTVILPIKKKHLFENSRLLQPPKGVLLYGPPGCGKTLIAKATAKEAGCRFINLQPSTLTDKWYGESQKLAAAVFSLAIKLQPSIIFIDEIDSFLRNRSSSDHEATAMMKAQFMSLWDGLDTDHSCQVIVMGATNRPQDLDSAIMRRMPTRFHINQPALKQREAILKLILKNENVDRHVDLLEVAQETDGFSGSDLK.... The miRNA is hsa-miR-216b-3p with sequence ACACACUUACCCGUAGAGAUUCUA. Result: 0 (no interaction). (5) Result: 1 (interaction). The miRNA is mmu-miR-743a-3p with sequence GAAAGACACCAAGCUGAGUAGA. The protein sequence of the target gene is MESLLRFLALLLLRGAVAEGPAKKVLTLEGDLVLGGLFPVHQKGGPAEECGPVNEHRGIQRLEAMLFALDRINRDPHLLPGVRLGAHILDSCSKDTHALEQALDFVRASLSRGADGSRHICPDGSYATLSDAPTAITGVIGGSYSDVSIQVANLLRLFQIPQISYASTSAKLSDKSRYDYFARTVPPDFFQAKAMAEILRFFNWTYVSTVASEGDYGETGIEAFELEARARNICVATSEKVGRAMSRAAFEGVVRALLQKPSARVAVLFTRSEDARELLAATQRLNASFTWVASDGWGAL....